Task: Predict the reactants needed to synthesize the given product.. Dataset: Full USPTO retrosynthesis dataset with 1.9M reactions from patents (1976-2016) (1) Given the product [F:1][C:2]1[C:11]2[O:10][CH2:9][C:8]([N+:15]([O-:17])=[O:16])=[CH:7][C:6]=2[C:5]([C:12]([NH2:14])=[O:13])=[CH:4][CH:3]=1, predict the reactants needed to synthesize it. The reactants are: [F:1][C:2]1[C:11]2[O:10][CH2:9][CH:8]=[CH:7][C:6]=2[C:5]([C:12]([NH2:14])=[O:13])=[CH:4][CH:3]=1.[N:15]([O-:17])=[O:16].[Na+].II.S(S([O-])=O)([O-])(=O)=O.[Na+].[Na+]. (2) The reactants are: [Cl:1][C:2]1[CH:3]=[CH:4][C:5]2[N:11]3[C:12]([C:15]([Cl:18])([F:17])[F:16])=[N:13][N:14]=[C:10]3[C@@H:9]([CH2:19][C:20]([OH:22])=O)[O:8][C@H:7]([C:23]3[CH:28]=[CH:27][CH:26]=[C:25]([O:29][CH3:30])[C:24]=3[O:31][CH3:32])[C:6]=2[CH:33]=1.Cl.C(N=C=NCCCN(C)C)C.[NH:46]1[CH2:51][CH2:50][CH:49]([CH2:52][C:53]([O:55][C:56]([CH3:59])([CH3:58])[CH3:57])=[O:54])[CH2:48][CH2:47]1.O.ON1C2C=CC=CC=2N=N1. Given the product [Cl:1][C:2]1[CH:3]=[CH:4][C:5]2[N:11]3[C:12]([C:15]([Cl:18])([F:16])[F:17])=[N:13][N:14]=[C:10]3[C@@H:9]([CH2:19][C:20]([N:46]3[CH2:51][CH2:50][CH:49]([CH2:52][C:53]([O:55][C:56]([CH3:59])([CH3:58])[CH3:57])=[O:54])[CH2:48][CH2:47]3)=[O:22])[O:8][C@H:7]([C:23]3[CH:28]=[CH:27][CH:26]=[C:25]([O:29][CH3:30])[C:24]=3[O:31][CH3:32])[C:6]=2[CH:33]=1, predict the reactants needed to synthesize it.